The task is: Predict the product of the given reaction.. This data is from Forward reaction prediction with 1.9M reactions from USPTO patents (1976-2016). Given the reactants [Br:1][C:2]1[C:3]([N:12]2[CH2:17][CH2:16][N:15]([CH2:18][C:19]3[CH:20]=[N:21][CH:22]=[CH:23][CH:24]=3)[CH2:14][CH2:13]2)=[C:4]([N+:9]([O-])=O)[C:5]([NH2:8])=[N:6][CH:7]=1.[CH3:25][O:26][C:27]1[CH:34]=[CH:33][C:30]([CH:31]=O)=[CH:29][CH:28]=1.[O-]S(S([O-])=O)=O.[Na+].[Na+], predict the reaction product. The product is: [Br:1][C:2]1[C:3]([N:12]2[CH2:17][CH2:16][N:15]([CH2:18][C:19]3[CH:20]=[N:21][CH:22]=[CH:23][CH:24]=3)[CH2:14][CH2:13]2)=[C:4]2[N:9]=[C:31]([C:30]3[CH:33]=[CH:34][C:27]([O:26][CH3:25])=[CH:28][CH:29]=3)[NH:8][C:5]2=[N:6][CH:7]=1.